This data is from Full USPTO retrosynthesis dataset with 1.9M reactions from patents (1976-2016). The task is: Predict the reactants needed to synthesize the given product. (1) The reactants are: [Cl:1][C:2]1[CH:30]=[CH:29][C:5]([CH2:6][C:7]2[CH:28]=[CH:27][CH:26]=[CH:25][C:8]=2[C:9]([NH:11][N:12]2[C:20]3[C:15](=[CH:16][C:17]([C:21]([O:23]C)=[O:22])=[CH:18][CH:19]=3)[CH2:14][CH2:13]2)=[O:10])=[CH:4][CH:3]=1.CO.[OH-].[Na+].C(O)(=O)CC(CC(O)=O)(C(O)=O)O. Given the product [Cl:1][C:2]1[CH:3]=[CH:4][C:5]([CH2:6][C:7]2[CH:28]=[CH:27][CH:26]=[CH:25][C:8]=2[C:9]([NH:11][N:12]2[C:20]3[C:15](=[CH:16][C:17]([C:21]([OH:23])=[O:22])=[CH:18][CH:19]=3)[CH:14]=[CH:13]2)=[O:10])=[CH:29][CH:30]=1, predict the reactants needed to synthesize it. (2) Given the product [CH2:2]([N+:18]1[CH:19]=[CH:20][CH:21]=[CH:22][CH:23]=1)[CH2:3][CH2:4][CH2:5][CH2:6][CH2:7][CH2:8][CH2:9][CH2:10][CH2:11][CH2:12][CH2:13][CH2:14][CH2:15][CH2:16][CH3:17].[CH3:24][C:25]([NH:27][S:28]([C:31]1[CH:36]=[CH:35][C:34]([NH2:37])=[CH:33][CH:32]=1)(=[O:30])=[O:29])=[O:26], predict the reactants needed to synthesize it. The reactants are: [Cl-].[CH2:2]([N+:18]1[CH:23]=[CH:22][CH:21]=[CH:20][CH:19]=1)[CH2:3][CH2:4][CH2:5][CH2:6][CH2:7][CH2:8][CH2:9][CH2:10][CH2:11][CH2:12][CH2:13][CH2:14][CH2:15][CH2:16][CH3:17].[CH3:24][C:25]([N-:27][S:28]([C:31]1[CH:32]=[CH:33][C:34]([NH2:37])=[CH:35][CH:36]=1)(=[O:30])=[O:29])=[O:26].[Na+].C(Cl)(Cl)Cl.CS(C)=O. (3) Given the product [O:25]=[S:24]1(=[O:26])[CH2:23][CH2:22][CH2:21][N:1]1[C:2]1[CH:3]=[CH:4][C:5]([C:6]([OH:8])=[O:7])=[CH:11][CH:12]=1, predict the reactants needed to synthesize it. The reactants are: [NH2:1][C:2]1[CH:12]=[CH:11][C:5]([C:6]([O:8]CC)=[O:7])=[CH:4][CH:3]=1.C(N(CC)CC)C.Cl[CH2:21][CH2:22][CH2:23][S:24](Cl)(=[O:26])=[O:25].Cl. (4) Given the product [F:16][C:2]([F:1])([F:15])[C:3]1[N:7]([C:8]2[CH:9]=[CH:10][C:11]([O:14][CH2:19][CH2:20][N:21]3[CH2:26][CH2:25][CH2:24][CH2:23][CH2:22]3)=[CH:12][CH:13]=2)[N:6]=[CH:5][CH:4]=1, predict the reactants needed to synthesize it. The reactants are: [F:1][C:2]([F:16])([F:15])[C:3]1[N:7]([C:8]2[CH:13]=[CH:12][C:11]([OH:14])=[CH:10][CH:9]=2)[N:6]=[CH:5][CH:4]=1.Cl.Cl[CH2:19][CH2:20][N:21]1[CH2:26][CH2:25][CH2:24][CH2:23][CH2:22]1. (5) Given the product [F:34][C:35]1[CH:44]=[C:43]([C:45]([NH:27][C@@H:26]([C:20]2[CH:21]=[CH:22][C:23]([O:24][CH3:25])=[C:18]([F:17])[CH:19]=2)[C:28]2[CH:29]=[N:30][N:31]([CH3:33])[CH:32]=2)=[O:46])[CH:42]=[C:41]2[C:36]=1[CH:37]=[N:38][C:39]([NH:48][C@@H:49]1[CH2:53][CH2:52][O:51][CH2:50]1)=[N:40]2, predict the reactants needed to synthesize it. The reactants are: ClC1C=CC([C@@H](C2C=CN(C)N=2)N)=CC=1F.[F:17][C:18]1[CH:19]=[C:20]([C@@H:26]([C:28]2[CH:29]=[N:30][N:31]([CH3:33])[CH:32]=2)[NH2:27])[CH:21]=[CH:22][C:23]=1[O:24][CH3:25].[F:34][C:35]1[CH:44]=[C:43]([C:45](O)=[O:46])[CH:42]=[C:41]2[C:36]=1[CH:37]=[N:38][C:39]([NH:48][C@@H:49]1[CH2:53][CH2:52][O:51][CH2:50]1)=[N:40]2. (6) Given the product [CH3:18][C:19]1[N:11]([CH:12]2[CH2:17][CH2:16][O:15][CH2:14][CH2:13]2)[C:10]2[CH:9]=[CH:8][C:4]([C:5]([OH:7])=[O:6])=[CH:3][C:2]=2[N:1]=1, predict the reactants needed to synthesize it. The reactants are: [NH2:1][C:2]1[CH:3]=[C:4]([CH:8]=[CH:9][C:10]=1[NH:11][CH:12]1[CH2:17][CH2:16][O:15][CH2:14][CH2:13]1)[C:5]([OH:7])=[O:6].[C:18](Cl)(=O)[CH3:19].O1CCOCC1.Cl. (7) Given the product [F:1][C:2]1[CH:3]=[CH:4][C:5]([CH2:8][O:9][C:10]2[CH:15]=[CH:14][N:13]([C:18]3[CH:23]=[CH:22][C:21]4[C:24]5[CH2:30][CH2:29][N:28]([C:31]([O:33][C:34]([CH3:36])([CH3:35])[CH3:37])=[O:32])[CH2:27][CH2:26][C:25]=5[O:38][C:20]=4[CH:19]=3)[C:12](=[O:16])[CH:11]=2)=[N:6][CH:7]=1, predict the reactants needed to synthesize it. The reactants are: [F:1][C:2]1[CH:3]=[CH:4][C:5]([CH2:8][O:9][C:10]2[CH:15]=[CH:14][NH:13][C:12](=[O:16])[CH:11]=2)=[N:6][CH:7]=1.Br[C:18]1[CH:23]=[CH:22][C:21]2[C:24]3[CH2:30][CH2:29][N:28]([C:31]([O:33][C:34]([CH3:37])([CH3:36])[CH3:35])=[O:32])[CH2:27][CH2:26][C:25]=3[O:38][C:20]=2[CH:19]=1.C([O-])([O-])=O.[Cs+].[Cs+].CN[C@@H]1CCCC[C@H]1NC.